This data is from NCI-60 drug combinations with 297,098 pairs across 59 cell lines. The task is: Regression. Given two drug SMILES strings and cell line genomic features, predict the synergy score measuring deviation from expected non-interaction effect. (1) Drug 1: C1CCC(C1)C(CC#N)N2C=C(C=N2)C3=C4C=CNC4=NC=N3. Drug 2: C1=C(C(=O)NC(=O)N1)N(CCCl)CCCl. Cell line: UO-31. Synergy scores: CSS=30.5, Synergy_ZIP=-2.36, Synergy_Bliss=1.98, Synergy_Loewe=4.39, Synergy_HSA=5.68. (2) Drug 1: CC1=C(C=C(C=C1)NC2=NC=CC(=N2)N(C)C3=CC4=NN(C(=C4C=C3)C)C)S(=O)(=O)N.Cl. Drug 2: C1=CC(=CC=C1CCCC(=O)O)N(CCCl)CCCl. Cell line: OVCAR-4. Synergy scores: CSS=-4.06, Synergy_ZIP=-1.02, Synergy_Bliss=-5.94, Synergy_Loewe=-7.76, Synergy_HSA=-6.59. (3) Drug 1: C1CN(CCN1C(=O)CCBr)C(=O)CCBr. Drug 2: CC12CCC3C(C1CCC2OP(=O)(O)O)CCC4=C3C=CC(=C4)OC(=O)N(CCCl)CCCl.[Na+]. Cell line: U251. Synergy scores: CSS=29.3, Synergy_ZIP=-5.80, Synergy_Bliss=-7.41, Synergy_Loewe=-2.64, Synergy_HSA=-3.93. (4) Drug 1: C1=CC(=C2C(=C1NCCNCCO)C(=O)C3=C(C=CC(=C3C2=O)O)O)NCCNCCO. Drug 2: CC1C(C(=O)NC(C(=O)N2CCCC2C(=O)N(CC(=O)N(C(C(=O)O1)C(C)C)C)C)C(C)C)NC(=O)C3=C4C(=C(C=C3)C)OC5=C(C(=O)C(=C(C5=N4)C(=O)NC6C(OC(=O)C(N(C(=O)CN(C(=O)C7CCCN7C(=O)C(NC6=O)C(C)C)C)C)C(C)C)C)N)C. Cell line: T-47D. Synergy scores: CSS=30.2, Synergy_ZIP=-2.82, Synergy_Bliss=1.03, Synergy_Loewe=0.383, Synergy_HSA=1.11. (5) Drug 1: CCCCCOC(=O)NC1=NC(=O)N(C=C1F)C2C(C(C(O2)C)O)O. Drug 2: CC1CCCC2(C(O2)CC(NC(=O)CC(C(C(=O)C(C1O)C)(C)C)O)C(=CC3=CSC(=N3)C)C)C. Cell line: MDA-MB-231. Synergy scores: CSS=29.7, Synergy_ZIP=0.0904, Synergy_Bliss=-0.144, Synergy_Loewe=-19.7, Synergy_HSA=-0.703. (6) Drug 1: C1CN1C2=NC(=NC(=N2)N3CC3)N4CC4. Drug 2: CC1C(C(CC(O1)OC2CC(CC3=C2C(=C4C(=C3O)C(=O)C5=C(C4=O)C(=CC=C5)OC)O)(C(=O)CO)O)N)O.Cl. Cell line: SF-295. Synergy scores: CSS=56.1, Synergy_ZIP=-5.24, Synergy_Bliss=-5.52, Synergy_Loewe=-1.90, Synergy_HSA=-0.374.